From a dataset of Reaction yield outcomes from USPTO patents with 853,638 reactions. Predict the reaction yield, written as a fraction of the theoretical maximum amount of product (1.0 means a 100% yield; for example, 0.34 means a 34% yield). The reactants are [C:1]1([CH:7]([C:11]2[CH:16]=[CH:15][CH:14]=[CH:13][CH:12]=2)[C:8](Cl)=[O:9])[CH:6]=[CH:5][CH:4]=[CH:3][CH:2]=1.[NH2:17][CH2:18][CH2:19][CH2:20][N:21]1[CH2:26][CH2:25][CH:24]([C:27]2[CH:28]=[C:29]([NH:33][C:34](=[O:38])[CH:35]([CH3:37])[CH3:36])[CH:30]=[CH:31][CH:32]=2)[CH2:23][CH2:22]1.C(N(CC)CC)C. The catalyst is C1COCC1. The product is [C:1]1([CH:7]([C:11]2[CH:16]=[CH:15][CH:14]=[CH:13][CH:12]=2)[C:8]([NH:17][CH2:18][CH2:19][CH2:20][N:21]2[CH2:26][CH2:25][CH:24]([C:27]3[CH:28]=[C:29]([NH:33][C:34](=[O:38])[CH:35]([CH3:36])[CH3:37])[CH:30]=[CH:31][CH:32]=3)[CH2:23][CH2:22]2)=[O:9])[CH:6]=[CH:5][CH:4]=[CH:3][CH:2]=1. The yield is 0.620.